From a dataset of Catalyst prediction with 721,799 reactions and 888 catalyst types from USPTO. Predict which catalyst facilitates the given reaction. (1) Reactant: C([O:3][C:4](=O)[CH:5]([N:8](C(OC(C)(C)C)=O)[C:9]1[CH:14]=[CH:13][N:12]=[CH:11][CH:10]=1)[CH2:6][CH3:7])C.[BH4-].[Na+].O. Product: [N:12]1[CH:13]=[CH:14][C:9]([NH:8][CH:5]([CH2:6][CH3:7])[CH2:4][OH:3])=[CH:10][CH:11]=1. The catalyst class is: 8. (2) Reactant: [N+:1]([C:4]1[CH:5]=[C:6]([CH:10]=[CH:11][C:12]=1Cl)[C:7]([OH:9])=[O:8])([O-:3])=[O:2].[CH3:14][NH2:15]. Product: [N+:1]([C:4]1[CH:5]=[C:6]([CH:10]=[CH:11][C:12]=1[NH:15][CH3:14])[C:7]([OH:9])=[O:8])([O-:3])=[O:2]. The catalyst class is: 6. (3) Reactant: C([O:3][C:4](=[O:20])[C:5]([CH2:12][C:13]1[CH:18]=[CH:17][C:16]([I:19])=[CH:15][CH:14]=1)(C)[C:6](OCC)=O)C.[OH-].[Na+]. Product: [I:19][C:16]1[CH:15]=[CH:14][C:13]([CH2:12][CH:5]([CH3:6])[C:4]([OH:20])=[O:3])=[CH:18][CH:17]=1. The catalyst class is: 14. (4) Reactant: C(N(CC)CC)C.CS([Cl:12])(=O)=O.O[CH2:14][C:15]1[C:24]2[C:19](=[CH:20][CH:21]=[C:22]([O:25][CH3:26])[CH:23]=2)[N:18]=[CH:17][CH:16]=1. Product: [Cl:12][CH2:14][C:15]1[C:24]2[C:19](=[CH:20][CH:21]=[C:22]([O:25][CH3:26])[CH:23]=2)[N:18]=[CH:17][CH:16]=1. The catalyst class is: 4.